From a dataset of Catalyst prediction with 721,799 reactions and 888 catalyst types from USPTO. Predict which catalyst facilitates the given reaction. Reactant: [NH:1]1[C:5]([C:6]([C:8]2[CH:20]=[CH:19][C:11]3[N:12]([CH2:16][O:17][CH3:18])[C:13](=[O:15])[S:14][C:10]=3[CH:9]=2)=[CH2:7])=[CH:4][CH:3]=[N:2]1. Product: [CH3:18][O:17][CH2:16][N:12]1[C:11]2[CH:19]=[CH:20][C:8]([CH:6]([C:5]3[NH:1][N:2]=[CH:3][CH:4]=3)[CH3:7])=[CH:9][C:10]=2[S:14][C:13]1=[O:15]. The catalyst class is: 19.